This data is from Full USPTO retrosynthesis dataset with 1.9M reactions from patents (1976-2016). The task is: Predict the reactants needed to synthesize the given product. (1) Given the product [F:1][C:2]1[CH:7]=[C:6]([C:8]2[CH:9]=[CH:10][C:11]3[C:17](=[O:18])[NH:16][C:15]4[CH:19]=[C:20]([C:23]([OH:25])=[O:24])[CH:21]=[CH:22][C:14]=4[NH:13][C:12]=3[CH:27]=2)[CH:5]=[CH:4][N:3]=1, predict the reactants needed to synthesize it. The reactants are: [F:1][C:2]1[CH:7]=[C:6]([C:8]2[CH:9]=[CH:10][C:11]3[C:17](=[O:18])[NH:16][C:15]4[CH:19]=[C:20]([C:23]([O:25]C)=[O:24])[CH:21]=[CH:22][C:14]=4[NH:13][C:12]=3[CH:27]=2)[CH:5]=[CH:4][N:3]=1.[Li+].[OH-].Cl. (2) Given the product [Cl:37][C:2]1[C:7]([C:8]#[N:9])=[C:6]([C:10]2[CH:18]=[CH:17][C:13]3[O:14][CH2:15][O:16][C:12]=3[CH:11]=2)[C:5]([C:19]#[N:20])=[C:4]([O:21][CH2:22][C:23]2[CH:28]=[CH:27][CH:26]=[CH:25][CH:24]=2)[N:3]=1, predict the reactants needed to synthesize it. The reactants are: N[C:2]1[C:7]([C:8]#[N:9])=[C:6]([C:10]2[CH:18]=[CH:17][C:13]3[O:14][CH2:15][O:16][C:12]=3[CH:11]=2)[C:5]([C:19]#[N:20])=[C:4]([O:21][CH2:22][C:23]2[CH:28]=[CH:27][CH:26]=[CH:25][CH:24]=2)[N:3]=1.N(OCCC(C)C)=O.[ClH:37]. (3) Given the product [Cl:1][C:2]1[CH:3]=[CH:4][C:5]([N+:11]([O-:13])=[O:12])=[C:6]([CH:10]=1)[C:7]([NH:26][C:27]1[CH:32]=[CH:31][CH:30]=[CH:29][N:28]=1)=[O:9], predict the reactants needed to synthesize it. The reactants are: [Cl:1][C:2]1[CH:3]=[CH:4][C:5]([N+:11]([O-:13])=[O:12])=[C:6]([CH:10]=1)[C:7]([OH:9])=O.C(Cl)(=O)C(Cl)=O.N1C=CC=CC=1.[NH2:26][C:27]1[CH:32]=[CH:31][CH:30]=[CH:29][N:28]=1. (4) Given the product [NH2:1][C:2]1[N:7]=[C:6]([NH2:8])[C:5]([C:24]#[C:23][CH:22]([C:14]2[CH:15]=[C:16]([O:20][CH3:21])[C:17]([O:18][CH3:19])=[C:12]([O:11][CH3:10])[CH:13]=2)[OH:25])=[CH:4][N:3]=1, predict the reactants needed to synthesize it. The reactants are: [NH2:1][C:2]1[N:7]=[C:6]([NH2:8])[C:5](I)=[CH:4][N:3]=1.[CH3:10][O:11][C:12]1[CH:13]=[C:14]([CH:22]([OH:25])[C:23]#[CH:24])[CH:15]=[C:16]([O:20][CH3:21])[C:17]=1[O:18][CH3:19]. (5) Given the product [N:10]1[C:9]2[CH:11]=[CH:12][CH:13]=[CH:14][C:8]=2[NH:7][C:6]=1[CH2:5][NH:4][CH2:21][CH2:22][CH2:23][C:24]#[N:25], predict the reactants needed to synthesize it. The reactants are: O.Cl.Cl.[NH2:4][CH2:5][C:6]1[NH:7][C:8]2[CH:14]=[CH:13][CH:12]=[CH:11][C:9]=2[N:10]=1.C([O-])(O)=O.[Na+].Br[CH2:21][CH2:22][CH2:23][C:24]#[N:25].